From a dataset of Full USPTO retrosynthesis dataset with 1.9M reactions from patents (1976-2016). Predict the reactants needed to synthesize the given product. (1) Given the product [Cl:1][C:2]1[CH:3]=[CH:4][C:5]([NH:8][C:9]([NH:11][C:12]2[CH:17]=[CH:16][C:15]([O:18][CH2:46][CH2:45][N:44]3[CH2:41][CH2:42][CH2:43][CH2:38]3)=[C:14]([C:19]3[N:20]([CH3:24])[N:21]=[CH:22][CH:23]=3)[CH:13]=2)=[O:10])=[CH:6][CH:7]=1, predict the reactants needed to synthesize it. The reactants are: [Cl:1][C:2]1[CH:7]=[CH:6][C:5]([NH:8][C:9]([NH:11][C:12]2[CH:17]=[CH:16][C:15]([OH:18])=[C:14]([C:19]3[N:20]([CH3:24])[N:21]=[CH:22][CH:23]=3)[CH:13]=2)=[O:10])=[CH:4][CH:3]=1.[C:42]1(P([C:38]2[CH:43]=[CH:42][CH:41]=CC=2)[C:42]2[CH:41]=CC=[CH:38][CH:43]=2)[CH:41]=CC=[CH:38][CH:43]=1.[NH:44]1CC[CH2:46][CH2:45]1.N(C(OC(C)C)=O)=NC(OC(C)C)=O. (2) Given the product [NH:8]1[C:9]2[C:5](=[CH:4][CH:3]=[C:2]([B:18]([OH:24])[OH:19])[CH:10]=2)[CH:6]=[CH:7]1, predict the reactants needed to synthesize it. The reactants are: Br[C:2]1[CH:10]=[C:9]2[C:5]([CH:6]=[CH:7][NH:8]2)=[CH:4][CH:3]=1.[H-].[K+].C([Li])(C)(C)C.[B:18](OCCCC)([O:24]CCCC)[O:19]CCCC.Cl. (3) Given the product [CH3:12][N:7]1[C:8]2[CH:9]=[CH:10][CH:11]=[C:3]([C:1]#[N:2])[C:4]=2[CH:5]=[CH:6]1, predict the reactants needed to synthesize it. The reactants are: [C:1]([C:3]1[CH:11]=[CH:10][CH:9]=[C:8]2[C:4]=1[CH:5]=[CH:6][NH:7]2)#[N:2].[C:12](=O)([O-])[O-].[K+].[K+].IC.